This data is from Forward reaction prediction with 1.9M reactions from USPTO patents (1976-2016). The task is: Predict the product of the given reaction. (1) Given the reactants S(Cl)(Cl)=O.[CH:5]1([C:11]2[C:19]3[C:14](=[CH:15][C:16]([C:20]([OH:22])=[O:21])=[CH:17][CH:18]=3)[NH:13][CH:12]=2)[CH2:10][CH2:9][CH2:8][CH2:7][CH2:6]1.[CH3:23]O, predict the reaction product. The product is: [CH:5]1([C:11]2[C:19]3[C:14](=[CH:15][C:16]([C:20]([O:22][CH3:23])=[O:21])=[CH:17][CH:18]=3)[NH:13][CH:12]=2)[CH2:6][CH2:7][CH2:8][CH2:9][CH2:10]1. (2) Given the reactants C[O:2][C:3]1[CH:8]=[C:7]([OH:9])[CH:6]=[CH:5][C:4]=1[C:10]1[CH:18]=[C:17]2[C:13]([C:14]([C:19]3[NH:23][C:22]4[CH:24]=[CH:25][CH:26]=[CH:27][C:21]=4[N:20]=3)=[N:15][NH:16]2)=[CH:12][CH:11]=1, predict the reaction product. The product is: [NH:23]1[C:22]2[CH:24]=[CH:25][CH:26]=[CH:27][C:21]=2[N:20]=[C:19]1[C:14]1[C:13]2[C:17](=[CH:18][C:10]([C:4]3[CH:5]=[CH:6][C:7]([OH:9])=[CH:8][C:3]=3[OH:2])=[CH:11][CH:12]=2)[NH:16][N:15]=1. (3) Given the reactants C([O:3][C:4](=[O:19])[CH:5]([O:16][CH2:17][CH3:18])[CH2:6][C:7]1[CH:8]=[C:9]2[C:13](=[CH:14][CH:15]=1)[NH:12][CH:11]=[CH:10]2)C.Br[CH2:21][C:22]1[N:23]=[C:24]([C:28]2[CH:33]=[CH:32][CH:31]=[CH:30][CH:29]=2)[S:25][C:26]=1[CH3:27], predict the reaction product. The product is: [CH2:17]([O:16][CH:5]([CH2:6][C:7]1[CH:8]=[C:9]2[C:13](=[CH:14][CH:15]=1)[N:12]([CH2:21][C:22]1[N:23]=[C:24]([C:28]3[CH:33]=[CH:32][CH:31]=[CH:30][CH:29]=3)[S:25][C:26]=1[CH3:27])[CH:11]=[CH:10]2)[C:4]([OH:3])=[O:19])[CH3:18]. (4) Given the reactants [CH3:1][N:2]1[CH:6]=[CH:5][CH:4]=[C:3]1[C:7]#[N:8].C([O:12][B:13](OC(C)C)[O:14]C(C)C)(C)C.[Li+].CC([N-]C(C)C)C, predict the reaction product. The product is: [C:7]([C:3]1[N:2]([CH3:1])[C:6]([B:13]([OH:14])[OH:12])=[CH:5][CH:4]=1)#[N:8].